This data is from Full USPTO retrosynthesis dataset with 1.9M reactions from patents (1976-2016). The task is: Predict the reactants needed to synthesize the given product. Given the product [F:1][C:2]1[CH:25]=[CH:24][CH:23]=[C:22]([C:26]([F:28])([F:27])[F:29])[C:3]=1[C:4]([NH:6][C:7]1[S:18][C:10]2[C:11]([CH3:16])([CH3:17])[O:12][C:13]([CH3:15])([CH3:14])[C:9]=2[C:8]=1[C:19]([NH:35][CH2:34][CH2:33][C:32]([F:37])([F:36])[F:31])=[O:20])=[O:5], predict the reactants needed to synthesize it. The reactants are: [F:1][C:2]1[CH:25]=[CH:24][CH:23]=[C:22]([C:26]([F:29])([F:28])[F:27])[C:3]=1[C:4]([NH:6][C:7]1[S:18][C:10]2[C:11]([CH3:17])([CH3:16])[O:12][C:13]([CH3:15])([CH3:14])[C:9]=2[C:8]=1[C:19](O)=[O:20])=[O:5].Cl.[F:31][C:32]([F:37])([F:36])[CH2:33][CH2:34][NH2:35].